This data is from Forward reaction prediction with 1.9M reactions from USPTO patents (1976-2016). The task is: Predict the product of the given reaction. (1) Given the reactants [C:1]([O:5][C:6]([NH:8][CH2:9][C:10]1[CH:11]=[C:12](B(O)O)[CH:13]=[CH:14][CH:15]=1)=[O:7])([CH3:4])([CH3:3])[CH3:2].Cl[C:20]1[N:21]=[N:22][C:23]([C:26]([F:29])([F:28])[F:27])=[CH:24][CH:25]=1.C(=O)([O-])[O-].[K+].[K+].O, predict the reaction product. The product is: [C:1]([O:5][C:6](=[O:7])[NH:8][CH2:9][C:10]1[CH:15]=[CH:14][CH:13]=[C:12]([C:20]2[N:21]=[N:22][C:23]([C:26]([F:29])([F:28])[F:27])=[CH:24][CH:25]=2)[CH:11]=1)([CH3:4])([CH3:3])[CH3:2]. (2) Given the reactants [CH3:1][O:2][C:3](=[O:29])[C@@H:4]([NH:13][C:14]1[CH:19]=[CH:18][CH:17]=[CH:16][C:15]=1OC(=O)C1C=CC=CC=1)[CH2:5][C:6]1[CH:11]=[CH:10][C:9]([OH:12])=[CH:8][CH:7]=1.[CH:30]1[C:42]2[CH2:41][C:40]3[C:35](=[CH:36][CH:37]=[CH:38][CH:39]=3)[C:34]=2[CH:33]=[CH:32][C:31]=1/[CH:43]=[CH:44]/[CH2:45]O.[CH2:47](P(CCCC)CCCC)[CH2:48][CH2:49]C.[CH2:60]1[CH2:64][O:63][CH2:62][CH2:61]1, predict the reaction product. The product is: [CH3:1][O:2][C:3](=[O:29])[C@@H:4]([NH:13][C:14]1[CH:19]=[CH:18][CH:17]=[CH:16][C:15]=1[C:62](=[O:63])[C:61]1[CH:60]=[CH:64][CH:49]=[CH:48][CH:47]=1)[CH2:5][C:6]1[CH:7]=[CH:8][C:9]([O:12][CH2:45]/[CH:44]=[CH:43]/[C:31]2[CH:32]=[CH:33][C:34]3[C:35]4[C:40](=[CH:39][CH:38]=[CH:37][CH:36]=4)[CH2:41][C:42]=3[CH:30]=2)=[CH:10][CH:11]=1. (3) Given the reactants [C:1]([O:6][CH3:7])(=[O:5])[C@H:2]([CH3:4])[OH:3].Cl[C:9]1[N:14]=[CH:13][C:12]([C:15]([O:17][CH3:18])=[O:16])=[CH:11][C:10]=1[N+:19]([O-:21])=[O:20].N12CCCN=C1CCCCC2, predict the reaction product. The product is: [CH3:7][O:6][C:1](=[O:5])[C@@H:2]([O:3][C:9]1[C:10]([N+:19]([O-:21])=[O:20])=[CH:11][C:12]([C:15]([O:17][CH3:18])=[O:16])=[CH:13][N:14]=1)[CH3:4]. (4) Given the reactants [C:1]([O:5][C:6]([N:8]1[CH2:12][C@H:11]([F:13])[CH2:10][C@H:9]1[C:14]([OH:16])=O)=[O:7])([CH3:4])([CH3:3])[CH3:2].Cl.[Br:18][C:19]1[CH:24]=[C:23]([CH3:25])[N:22]=[C:21]([CH2:26][NH2:27])[CH:20]=1.C(N(CC)C(C)C)(C)C.CN(C(ON1N=NC2C=CC=NC1=2)=[N+](C)C)C.F[P-](F)(F)(F)(F)F, predict the reaction product. The product is: [Br:18][C:19]1[CH:24]=[C:23]([CH3:25])[N:22]=[C:21]([CH2:26][NH:27][C:14]([C@@H:9]2[CH2:10][C@@H:11]([F:13])[CH2:12][N:8]2[C:6]([O:5][C:1]([CH3:2])([CH3:3])[CH3:4])=[O:7])=[O:16])[CH:20]=1. (5) Given the reactants [NH2:1][C:2]1[NH:6][N:5]=[C:4]([NH:7][C:8]2[CH:13]=[C:12]([C:14]([F:17])([F:16])[F:15])[C:11]([C:18]3[CH:23]=[CH:22][C:21]([O:24][CH2:25][CH2:26][N:27](C)[C:28](=O)OC(C)(C)C)=[CH:20][CH:19]=3)=[C:10]([Cl:36])[CH:9]=2)[N:3]=1.Cl, predict the reaction product. The product is: [ClH:36].[Cl:36][C:10]1[C:11]([C:18]2[CH:23]=[CH:22][C:21]([O:24][CH2:25][CH2:26][NH:27][CH3:28])=[CH:20][CH:19]=2)=[C:12]([C:14]([F:15])([F:17])[F:16])[CH:13]=[C:8]([NH:7][C:4]2[N:3]=[C:2]([NH2:1])[NH:6][N:5]=2)[CH:9]=1. (6) Given the reactants [NH2:1][C:2]1[N:11]=[C:10]([NH2:12])[C:9]2[C:4](=[CH:5][CH:6]=[C:7]([CH2:13]Br)[CH:8]=2)[N:3]=1.[I:15][C:16]1[CH:17]=[C:18]([CH:22]=[CH:23][CH:24]=1)[C:19]([OH:21])=[O:20].C(=O)([O-])[O-].[K+].[K+], predict the reaction product. The product is: [I:15][C:16]1[CH:17]=[C:18]([CH:22]=[CH:23][CH:24]=1)[C:19]([O:21][CH2:13][C:7]1[CH:8]=[C:9]2[C:4](=[CH:5][CH:6]=1)[N:3]=[C:2]([NH2:1])[N:11]=[C:10]2[NH2:12])=[O:20]. (7) Given the reactants [CH3:1][C:2]1[CH:3]=[N:4][CH:5]=[CH:6][C:7]=1[NH2:8].CCN(C(C)C)C(C)C.[C:18]([O:22][C:23](=[O:49])[NH:24][CH:25]([C:40]1[CH:45]=[CH:44][C:43]([C:46](Cl)=[O:47])=[CH:42][CH:41]=1)[CH2:26][NH:27][C:28]([C:30]1([C:33]2[CH:38]=[CH:37][C:36]([Cl:39])=[CH:35][CH:34]=2)[CH2:32][CH2:31]1)=[O:29])([CH3:21])([CH3:20])[CH3:19], predict the reaction product. The product is: [C:18]([O:22][C:23](=[O:49])[NH:24][CH:25]([C:40]1[CH:41]=[CH:42][C:43]([C:46](=[O:47])[NH:8][C:7]2[CH:6]=[CH:5][N:4]=[CH:3][C:2]=2[CH3:1])=[CH:44][CH:45]=1)[CH2:26][NH:27][C:28]([C:30]1([C:33]2[CH:38]=[CH:37][C:36]([Cl:39])=[CH:35][CH:34]=2)[CH2:31][CH2:32]1)=[O:29])([CH3:21])([CH3:19])[CH3:20]. (8) The product is: [CH2:1]([O:8][C:9]([N:11]1[CH2:16][CH2:15][CH:14]([C:17]([Cl:22])=[O:19])[CH2:13][CH2:12]1)=[O:10])[C:2]1[CH:7]=[CH:6][CH:5]=[CH:4][CH:3]=1. Given the reactants [CH2:1]([O:8][C:9]([N:11]1[CH2:16][CH2:15][CH:14]([C:17]([OH:19])=O)[CH2:13][CH2:12]1)=[O:10])[C:2]1[CH:7]=[CH:6][CH:5]=[CH:4][CH:3]=1.S(Cl)([Cl:22])=O, predict the reaction product. (9) Given the reactants [CH3:1][C@@H:2]1[CH2:6][CH2:5][CH2:4][N:3]1[CH2:7][CH2:8][C:9]1[CH:14]=[CH:13][C:12]([C:15]2[CH:20]=[CH:19][C:18]([CH2:21][CH2:22][C:23](O)=[O:24])=[CH:17][CH:16]=2)=[CH:11][CH:10]=1.Cl.[NH2:27][CH2:28][CH2:29][C:30]([O:32][C:33]([CH3:36])([CH3:35])[CH3:34])=[O:31].CN(C(ON1N=NC2C=CC=NC1=2)=[N+](C)C)C.F[P-](F)(F)(F)(F)F.Cl, predict the reaction product. The product is: [CH3:1][C@@H:2]1[CH2:6][CH2:5][CH2:4][N:3]1[CH2:7][CH2:8][C:9]1[CH:14]=[CH:13][C:12]([C:15]2[CH:16]=[CH:17][C:18]([CH2:21][CH2:22][C:23]([NH:27][CH2:28][CH2:29][C:30]([O:32][C:33]([CH3:36])([CH3:35])[CH3:34])=[O:31])=[O:24])=[CH:19][CH:20]=2)=[CH:11][CH:10]=1. (10) Given the reactants [F:1][C:2]1[C:7]([Br:8])=[CH:6][C:5]([NH2:9])=[CH:4][N:3]=1.[CH2:10]([O:12][C:13]1[C:14](=O)[C:15](=[O:20])[C:16]=1[O:17]CC)[CH3:11], predict the reaction product. The product is: [Br:8][C:7]1[CH:6]=[C:5]([NH:9][C:14]2[C:15](=[O:20])[C:16](=[O:17])[C:13]=2[O:12][CH2:10][CH3:11])[CH:4]=[N:3][C:2]=1[F:1].